This data is from NCI-60 drug combinations with 297,098 pairs across 59 cell lines. The task is: Regression. Given two drug SMILES strings and cell line genomic features, predict the synergy score measuring deviation from expected non-interaction effect. (1) Drug 1: C1=CC(=CC=C1C#N)C(C2=CC=C(C=C2)C#N)N3C=NC=N3. Drug 2: CCN(CC)CCCC(C)NC1=C2C=C(C=CC2=NC3=C1C=CC(=C3)Cl)OC. Cell line: M14. Synergy scores: CSS=10.6, Synergy_ZIP=-4.54, Synergy_Bliss=-2.88, Synergy_Loewe=1.19, Synergy_HSA=-0.898. (2) Synergy scores: CSS=-3.08, Synergy_ZIP=4.05, Synergy_Bliss=3.48, Synergy_Loewe=-4.45, Synergy_HSA=-8.22. Drug 1: CC12CCC3C(C1CCC2O)C(CC4=C3C=CC(=C4)O)CCCCCCCCCS(=O)CCCC(C(F)(F)F)(F)F. Cell line: NCI-H322M. Drug 2: CC1=C2C(C(=O)C3(C(CC4C(C3C(C(C2(C)C)(CC1OC(=O)C(C(C5=CC=CC=C5)NC(=O)OC(C)(C)C)O)O)OC(=O)C6=CC=CC=C6)(CO4)OC(=O)C)O)C)O. (3) Drug 1: C1=C(C(=O)NC(=O)N1)N(CCCl)CCCl. Cell line: OVCAR-8. Synergy scores: CSS=19.3, Synergy_ZIP=-5.66, Synergy_Bliss=-0.805, Synergy_Loewe=-8.90, Synergy_HSA=1.44. Drug 2: CS(=O)(=O)OCCCCOS(=O)(=O)C. (4) Drug 1: CC1CCC2CC(C(=CC=CC=CC(CC(C(=O)C(C(C(=CC(C(=O)CC(OC(=O)C3CCCCN3C(=O)C(=O)C1(O2)O)C(C)CC4CCC(C(C4)OC)OCCO)C)C)O)OC)C)C)C)OC. Drug 2: C1=NC2=C(N1)C(=S)N=CN2. Cell line: OVCAR3. Synergy scores: CSS=41.7, Synergy_ZIP=0.966, Synergy_Bliss=3.08, Synergy_Loewe=-2.24, Synergy_HSA=0.229. (5) Drug 1: C1CC(C1)(C(=O)O)C(=O)O.[NH2-].[NH2-].[Pt+2]. Drug 2: CCCCCOC(=O)NC1=NC(=O)N(C=C1F)C2C(C(C(O2)C)O)O. Cell line: MALME-3M. Synergy scores: CSS=-1.38, Synergy_ZIP=1.75, Synergy_Bliss=2.10, Synergy_Loewe=-6.81, Synergy_HSA=-5.02. (6) Drug 1: CC1=C(C(CCC1)(C)C)C=CC(=CC=CC(=CC(=O)O)C)C. Drug 2: CS(=O)(=O)OCCCCOS(=O)(=O)C. Cell line: HL-60(TB). Synergy scores: CSS=71.0, Synergy_ZIP=-3.72, Synergy_Bliss=-4.65, Synergy_Loewe=0.523, Synergy_HSA=2.68.